The task is: Predict the product of the given reaction.. This data is from Forward reaction prediction with 1.9M reactions from USPTO patents (1976-2016). (1) Given the reactants [CH3:1][NH:2][C:3]1[CH:18]=[CH:17][C:6]([O:7][C:8]2[CH:13]=[CH:12][N:11]=[C:10](C(O)=O)[CH:9]=2)=[CH:5][C:4]=1[N+:19]([O-:21])=[O:20].C1(P(N=[N+]=[N-])(C2C=CC=CC=2)=[O:29])C=CC=CC=1.C([N:41]([CH2:44]C)CC)C.[N:46]1([CH2:52][CH2:53][NH2:54])[CH2:51][CH2:50][O:49][CH2:48][CH2:47]1, predict the reaction product. The product is: [CH3:1][NH:2][C:3]1[CH:18]=[CH:17][C:6]([O:7][C:8]2[CH:13]=[CH:12][N:11]=[C:10]([NH:41][C:44]([NH:54][CH2:53][CH2:52][N:46]3[CH2:51][CH2:50][O:49][CH2:48][CH2:47]3)=[O:29])[CH:9]=2)=[CH:5][C:4]=1[N+:19]([O-:21])=[O:20]. (2) Given the reactants Br[C:2]1[CH:7]=[CH:6][C:5]([C:8]2([OH:26])[CH2:13][CH2:12][N:11]([C:14]([C:16]3[CH:21]=[CH:20][C:19]([CH3:22])=[C:18]([N+:23]([O-:25])=[O:24])[CH:17]=3)=[O:15])[CH2:10][CH2:9]2)=[CH:4][CH:3]=1.[Cu][C:28]#[N:29].CCOC(C)=O, predict the reaction product. The product is: [OH:26][C:8]1([C:5]2[CH:6]=[CH:7][C:2]([C:28]#[N:29])=[CH:3][CH:4]=2)[CH2:13][CH2:12][N:11]([C:14](=[O:15])[C:16]2[CH:21]=[CH:20][C:19]([CH3:22])=[C:18]([N+:23]([O-:25])=[O:24])[CH:17]=2)[CH2:10][CH2:9]1. (3) Given the reactants [F:1][C:2]([F:44])([C:25]1[CH:26]=[C:27]([NH:31][C:32]2[CH:37]=[CH:36][C:35]([N+:38]([O-:40])=[O:39])=[CH:34][C:33]=2[N+:41]([O-:43])=[O:42])[CH:28]=[CH:29][CH:30]=1)[C:3]([F:24])([F:23])[C:4]([F:22])([F:21])[C:5]([F:20])([F:19])[C:6]([F:18])([F:17])[C:7]([F:16])([F:15])[C:8]([F:14])([F:13])[C:9]([F:12])([F:11])[F:10].[CH2:45](Br)[CH:46]=[CH2:47].C(=O)([O-])[O-].[K+].[K+], predict the reaction product. The product is: [CH2:47]([N:31]([C:27]1[CH:28]=[CH:29][CH:30]=[C:25]([C:2]([F:44])([F:1])[C:3]([F:23])([F:24])[C:4]([F:22])([F:21])[C:5]([F:20])([F:19])[C:6]([F:17])([F:18])[C:7]([F:16])([F:15])[C:8]([F:14])([F:13])[C:9]([F:12])([F:11])[F:10])[CH:26]=1)[C:32]1[CH:37]=[CH:36][C:35]([N+:38]([O-:40])=[O:39])=[CH:34][C:33]=1[N+:41]([O-:43])=[O:42])[CH:46]=[CH2:45]. (4) Given the reactants [F:1][C:2]([F:8])([F:7])[S:3]([OH:6])(=[O:5])=[O:4].[CH2:9]([O:11][C:12]([C:14]1[CH:18]=[C:17]([C:19]2[CH:24]=[CH:23][C:22](O)=[CH:21][N:20]=2)[N:16]([C:26]2[CH:27]=[N:28][CH:29]=[CH:30][CH:31]=2)[N:15]=1)=[O:13])[CH3:10], predict the reaction product. The product is: [CH2:9]([O:11][C:12]([C:14]1[CH:18]=[C:17]([C:19]2[CH:24]=[CH:23][C:22]([O:4][S:3]([C:2]([F:8])([F:7])[F:1])(=[O:6])=[O:5])=[CH:21][N:20]=2)[N:16]([C:26]2[CH:27]=[N:28][CH:29]=[CH:30][CH:31]=2)[N:15]=1)=[O:13])[CH3:10]. (5) Given the reactants Cl.[CH2:2]([O:9][C:10]1[CH:19]=[CH:18][CH:17]=[C:16]2[C:11]=1[CH2:12][CH2:13][CH2:14][CH:15]2[C:20]([N:22]([C:29]1[CH:30]=[N:31][C:32]([CH:35]([CH3:37])[CH3:36])=[CH:33][CH:34]=1)[CH2:23][C:24]1[CH:25]=[N:26][NH:27][CH:28]=1)=[O:21])[C:3]1[CH:8]=[CH:7][CH:6]=[CH:5][CH:4]=1.[F:38][C:39]1[CH:46]=[CH:45][C:42]([CH2:43]Cl)=[CH:41][CH:40]=1, predict the reaction product. The product is: [CH2:2]([O:9][C:10]1[CH:19]=[CH:18][CH:17]=[C:16]2[C:11]=1[CH2:12][CH2:13][CH2:14][CH:15]2[C:20]([N:22]([CH2:23][C:24]1[CH:25]=[N:26][N:27]([CH2:43][C:42]2[CH:45]=[CH:46][C:39]([F:38])=[CH:40][CH:41]=2)[CH:28]=1)[C:29]1[CH:30]=[N:31][C:32]([CH:35]([CH3:37])[CH3:36])=[CH:33][CH:34]=1)=[O:21])[C:3]1[CH:8]=[CH:7][CH:6]=[CH:5][CH:4]=1. (6) Given the reactants CS([O:5][C@H:6]1[CH2:11][CH2:10][C@H:9]([C:12]([F:15])([F:14])[F:13])[CH2:8][CH2:7]1)(=O)=O.O[C:17]1[CH:18]=[C:19]2[C:24](=[CH:25][CH:26]=1)[CH:23]=[C:22]([C:27](=[O:29])[CH3:28])[CH:21]=[CH:20]2.C([O-])([O-])=O.[Cs+].[Cs+], predict the reaction product. The product is: [F:13][C:12]([F:15])([F:14])[C@@H:9]1[CH2:10][CH2:11][C@H:6]([O:5][C:17]2[CH:18]=[C:19]3[C:24](=[CH:25][CH:26]=2)[CH:23]=[C:22]([C:27](=[O:29])[CH3:28])[CH:21]=[CH:20]3)[CH2:7][CH2:8]1. (7) Given the reactants [F:1][C:2]1[CH:7]=[CH:6][C:5]([F:8])=[CH:4][C:3]=1[N:9]1[CH2:14][CH2:13][NH:12][CH2:11][CH2:10]1.Cl[CH2:16][C@H:17]([N:19]1[C:28](=[O:29])[CH2:27][C:22]2([CH2:26][CH2:25][CH2:24][CH2:23]2)[CH2:21][C:20]1=[O:30])[CH3:18], predict the reaction product. The product is: [F:1][C:2]1[CH:7]=[CH:6][C:5]([F:8])=[CH:4][C:3]=1[N:9]1[CH2:10][CH2:11][N:12]([CH2:18][C@H:17]([N:19]2[C:28](=[O:29])[CH2:27][C:22]3([CH2:26][CH2:25][CH2:24][CH2:23]3)[CH2:21][C:20]2=[O:30])[CH3:16])[CH2:13][CH2:14]1.